The task is: Predict which catalyst facilitates the given reaction.. This data is from Catalyst prediction with 721,799 reactions and 888 catalyst types from USPTO. (1) Reactant: Cl[C:2]1[N:19]=[CH:18][C:17]([C:20]([F:23])([F:22])[F:21])=[CH:16][C:3]=1[C:4]([NH:6][C@H:7]([C:9]1[CH:14]=[CH:13][C:12]([F:15])=[CH:11][CH:10]=1)[CH3:8])=[O:5].[NH:24]1[C:28]2=[N:29][CH:30]=[C:31]([C:33]3[CH:40]=[CH:39][C:36]([CH2:37][NH2:38])=[CH:35][CH:34]=3)[CH:32]=[C:27]2[CH:26]=[N:25]1.CS(C)=O.C(N(CC)CC)C. Product: [F:15][C:12]1[CH:13]=[CH:14][C:9]([C@@H:7]([NH:6][C:4](=[O:5])[C:3]2[CH:16]=[C:17]([C:20]([F:23])([F:22])[F:21])[CH:18]=[N:19][C:2]=2[NH:38][CH2:37][C:36]2[CH:35]=[CH:34][C:33]([C:31]3[CH:32]=[C:27]4[CH:26]=[N:25][NH:24][C:28]4=[N:29][CH:30]=3)=[CH:40][CH:39]=2)[CH3:8])=[CH:10][CH:11]=1. The catalyst class is: 413. (2) Reactant: C(OC([N:8]1[CH2:13][CH2:12][N:11]([C:14]2[C:19]([Br:20])=[CH:18][N:17]=[C:16]3[NH:21][C:22]([C:24]4[CH:29]=[CH:28][C:27]([N:30]([CH3:32])[CH3:31])=[CH:26][CH:25]=4)=[N:23][C:15]=23)[CH2:10][CH2:9]1)=O)(C)(C)C.C(O)(C(F)(F)F)=O. Product: [Br:20][C:19]1[C:14]([N:11]2[CH2:10][CH2:9][NH:8][CH2:13][CH2:12]2)=[C:15]2[N:23]=[C:22]([C:24]3[CH:29]=[CH:28][C:27]([N:30]([CH3:32])[CH3:31])=[CH:26][CH:25]=3)[NH:21][C:16]2=[N:17][CH:18]=1. The catalyst class is: 4. (3) Reactant: [N+:1]([C:4]1[CH:9]=[CH:8][CH:7]=[CH:6][C:5]=1[NH:10][C@@H:11]([CH2:16][C:17]([O:19][CH3:20])=[O:18])[C:12](OC)=[O:13])([O-])=O. Product: [O:13]=[C:12]1[NH:1][C:4]2[C:5](=[CH:6][CH:7]=[CH:8][CH:9]=2)[NH:10][C@@H:11]1[CH2:16][C:17]([O:19][CH3:20])=[O:18]. The catalyst class is: 50. (4) Reactant: Cl[CH2:2][C:3]1[CH:8]=[CH:7][C:6]([C:9]2[CH:14]=[CH:13][CH:12]=[C:11]([F:15])[N:10]=2)=[CH:5][CH:4]=1.[CH3:16][O:17][C:18]1[CH:36]=[CH:35][C:21]([CH2:22][N:23]2[C:28]3=[N:29][NH:30][CH:31]=[C:27]3[C:26](=[O:32])[N:25]([CH3:33])[C:24]2=[O:34])=[CH:20][CH:19]=1.C([O-])([O-])=O.[K+].[K+].CC(N(C)C)=O. Product: [F:15][C:11]1[N:10]=[C:9]([C:6]2[CH:7]=[CH:8][C:3]([CH2:2][N:30]3[CH:31]=[C:27]4[C:28]([N:23]([CH2:22][C:21]5[CH:35]=[CH:36][C:18]([O:17][CH3:16])=[CH:19][CH:20]=5)[C:24](=[O:34])[N:25]([CH3:33])[C:26]4=[O:32])=[N:29]3)=[CH:4][CH:5]=2)[CH:14]=[CH:13][CH:12]=1. The catalyst class is: 6. (5) Reactant: [O:1]([C:9]1[CH:10]=[CH:11][C:12]2[CH2:13][C@H:14]3[N:26]([CH2:27][CH2:28][C:29]#[N:30])[CH2:25][CH2:24][C@:20]45[C:21]=2[C:22]=1[O:23][CH:19]4[CH:18]([O:31][Si:32]([C:35]([CH3:38])([CH3:37])[CH3:36])([CH3:34])[CH3:33])[CH:17]=[CH:16][C@@H:15]35)[Si:2]([C:5]([CH3:8])([CH3:7])[CH3:6])([CH3:4])[CH3:3].[H-].[Al+3].[Li+].[H-].[H-].[H-].[OH-].[Na+]. Product: [O:1]([C:9]1[CH:10]=[CH:11][C:12]2[CH2:13][C@H:14]3[N:26]([CH2:27][CH2:28][CH2:29][NH2:30])[CH2:25][CH2:24][C@:20]45[C:21]=2[C:22]=1[O:23][CH:19]4[CH:18]([O:31][Si:32]([C:35]([CH3:38])([CH3:37])[CH3:36])([CH3:33])[CH3:34])[CH:17]=[CH:16][C@@H:15]35)[Si:2]([C:5]([CH3:8])([CH3:7])[CH3:6])([CH3:4])[CH3:3]. The catalyst class is: 27. (6) Reactant: [F:1][C:2]1[CH:7]=[CH:6][C:5]([C:8]2[C:16]([C:17]3[CH:22]=[CH:21][N:20]=[CH:19][CH:18]=3)=[C:11]3[CH:12]=[CH:13][CH:14]=[CH:15][N:10]3[N:9]=2)=[CH:4][CH:3]=1.C([Li])CCC.[I:28]N1C(=O)CCC1=O. Product: [F:1][C:2]1[CH:7]=[CH:6][C:5]([C:8]2[C:16]([C:17]3[CH:18]=[CH:19][N:20]=[CH:21][CH:22]=3)=[C:11]3[CH:12]=[CH:13][CH:14]=[C:15]([I:28])[N:10]3[N:9]=2)=[CH:4][CH:3]=1. The catalyst class is: 365. (7) Reactant: [C:1]([C:6]1[CH:15]=[CH:14][C:9]([C:10]([O:12][CH3:13])=[O:11])=[CH:8][CH:7]=1)(=[O:5])[CH2:2][CH2:3][CH3:4].CO.Cl.C(OC)(C)(C)C. Product: [OH:5][C@H:1]([C:6]1[CH:15]=[CH:14][C:9]([C:10]([O:12][CH3:13])=[O:11])=[CH:8][CH:7]=1)[CH2:2][CH2:3][CH3:4]. The catalyst class is: 7.